Predict the reactants needed to synthesize the given product. From a dataset of Full USPTO retrosynthesis dataset with 1.9M reactions from patents (1976-2016). Given the product [OH:10][CH:9]([CH2:8][CH2:7][C:1]1[CH:6]=[CH:5][CH:4]=[CH:3][CH:2]=1)[C:13]#[N:14], predict the reactants needed to synthesize it. The reactants are: [C:1]1([CH2:7][CH2:8][CH:9]=[O:10])[CH:6]=[CH:5][CH:4]=[CH:3][CH:2]=1.OC(CC(C)C)[C:13]#[N:14].OS([O-])=O.[Na+].[C-]#N.[Na+].